From a dataset of Peptide-MHC class II binding affinity with 134,281 pairs from IEDB. Regression. Given a peptide amino acid sequence and an MHC pseudo amino acid sequence, predict their binding affinity value. This is MHC class II binding data. (1) The peptide sequence is VGQMLMLVNDRLLDI. The MHC is H-2-IAb with pseudo-sequence H-2-IAb. The binding affinity (normalized) is 0.0263. (2) The binding affinity (normalized) is 0.185. The MHC is DRB3_0202 with pseudo-sequence DRB3_0202. The peptide sequence is GELQCVDKIDAAFKI.